This data is from NCI-60 drug combinations with 297,098 pairs across 59 cell lines. The task is: Regression. Given two drug SMILES strings and cell line genomic features, predict the synergy score measuring deviation from expected non-interaction effect. (1) Drug 1: CNC(=O)C1=CC=CC=C1SC2=CC3=C(C=C2)C(=NN3)C=CC4=CC=CC=N4. Drug 2: CN1CCC(CC1)COC2=C(C=C3C(=C2)N=CN=C3NC4=C(C=C(C=C4)Br)F)OC. Cell line: K-562. Synergy scores: CSS=57.5, Synergy_ZIP=0.826, Synergy_Bliss=2.94, Synergy_Loewe=-3.03, Synergy_HSA=4.33. (2) Drug 1: CN1CCC(CC1)COC2=C(C=C3C(=C2)N=CN=C3NC4=C(C=C(C=C4)Br)F)OC. Drug 2: C1CCC(CC1)NC(=O)N(CCCl)N=O. Cell line: HCT116. Synergy scores: CSS=27.6, Synergy_ZIP=-0.502, Synergy_Bliss=-1.91, Synergy_Loewe=-2.56, Synergy_HSA=-1.79.